Dataset: Reaction yield outcomes from USPTO patents with 853,638 reactions. Task: Predict the reaction yield, written as a fraction of the theoretical maximum amount of product (1.0 means a 100% yield; for example, 0.34 means a 34% yield). (1) The reactants are [O:1]=[C:2]1[CH2:7][CH2:6][CH:5]([C:8]([C:10]2[S:14][C:13]([NH2:15])=[N:12][C:11]=2[C:16]2[O:17][CH:18]=[CH:19][CH:20]=2)=[O:9])[CH2:4][CH2:3]1.[C:21](O)(=[O:28])[C:22]1[CH:27]=[CH:26][N:25]=[CH:24][CH:23]=1.CCN=C=NCCCN(C)C.Cl.O.ON1C2C=CC=CC=2N=N1. The catalyst is CN(C=O)C.O. The product is [O:17]1[CH:18]=[CH:19][CH:20]=[C:16]1[C:11]1[N:12]=[C:13]([NH:15][C:21]([C:22]2[CH:27]=[CH:26][N:25]=[CH:24][CH:23]=2)=[O:28])[S:14][C:10]=1[C:8]([CH:5]1[CH2:6][CH2:7][C:2](=[O:1])[CH2:3][CH2:4]1)=[O:9]. The yield is 0.660. (2) The reactants are [C:1]([C:3]([C:6]1[CH:7]=[C:8]([C:12]([NH:14][C:15]2[CH:16]=[C:17]([N:21]([CH3:34])[C:22]3[N:27]=[C:26]([S:28][C:29]#[N:30])[C:25]([N+:31]([O-])=O)=[CH:24][N:23]=3)[CH:18]=[CH:19][CH:20]=2)=[O:13])[CH:9]=[CH:10][CH:11]=1)([CH3:5])[CH3:4])#[N:2].CN1CCCC1=O.Cl.[OH-].[Na+]. The catalyst is C(O)C. The product is [NH2:30][C:29]1[S:28][C:26]2[N:27]=[C:22]([N:21]([CH3:34])[C:17]3[CH:16]=[C:15]([NH:14][C:12](=[O:13])[C:8]4[CH:9]=[CH:10][CH:11]=[C:6]([C:3]([C:1]#[N:2])([CH3:5])[CH3:4])[CH:7]=4)[CH:20]=[CH:19][CH:18]=3)[N:23]=[CH:24][C:25]=2[N:31]=1. The yield is 0.360.